The task is: Predict the reactants needed to synthesize the given product.. This data is from Full USPTO retrosynthesis dataset with 1.9M reactions from patents (1976-2016). (1) The reactants are: Cl.[NH2:2][C:3]1[C:12]2[C:7](=[CH:8][C:9]([O:15][CH3:16])=[C:10]([O:13][CH3:14])[CH:11]=2)[N:6]=[C:5]([N:17]([CH2:19][CH2:20][C:21]#N)[CH3:18])[N:4]=1.[NH3:23]. Given the product [NH2:2][C:3]1[C:12]2[C:7](=[CH:8][C:9]([O:15][CH3:16])=[C:10]([O:13][CH3:14])[CH:11]=2)[N:6]=[C:5]([N:17]([CH3:18])[CH2:19][CH:20]([NH2:23])[CH3:21])[N:4]=1, predict the reactants needed to synthesize it. (2) Given the product [ClH:33].[F:26][C:27]1[CH:35]=[CH:34][C:30]([C:31]([NH:18][C@H:15]2[CH2:14][CH2:13][C@@H:12]([NH:11][C:2]3[CH:3]=[CH:4][C:5]4[C:10](=[CH:9][CH:8]=[CH:7][CH:6]=4)[N:1]=3)[CH2:17][CH2:16]2)=[O:32])=[CH:29][C:28]=1[CH3:36], predict the reactants needed to synthesize it. The reactants are: [N:1]1[C:10]2[C:5](=[CH:6][CH:7]=[CH:8][CH:9]=2)[CH:4]=[CH:3][C:2]=1[NH:11][C@H:12]1[CH2:17][CH2:16][C@@H:15]([NH2:18])[CH2:14][CH2:13]1.CCN(CC)CC.[F:26][C:27]1[CH:35]=[CH:34][C:30]([C:31]([Cl:33])=[O:32])=[CH:29][C:28]=1[CH3:36]. (3) Given the product [O:9]=[S:6]1(=[O:10])[C:5]2=[CH:11][CH:12]=[C:2]3[C:3]([C:13](=[O:15])[NH:18][CH:16]=[N:1]3)=[C:4]2[CH2:8][CH2:7]1, predict the reactants needed to synthesize it. The reactants are: [NH2:1][C:2]1[CH:12]=[CH:11][C:5]2[S:6](=[O:10])(=[O:9])[CH2:7][CH2:8][C:4]=2[C:3]=1[C:13]([OH:15])=O.[CH:16]([NH2:18])=O.O.